From a dataset of Forward reaction prediction with 1.9M reactions from USPTO patents (1976-2016). Predict the product of the given reaction. (1) Given the reactants [CH2:1]([N:3]1[C:7]2[CH:8]=[CH:9][CH:10]=[CH:11][C:6]=2[NH:5][CH:4]1[CH2:12][C:13]#[N:14])[CH3:2].[Cl:15][C:16]1[N:21]=[C:20](Cl)[CH:19]=[C:18]([CH3:23])[N:17]=1, predict the reaction product. The product is: [Cl:15][C:16]1[N:21]=[C:20]([CH:12]([CH:4]2[N:3]([CH2:1][CH3:2])[C:7]3[CH:8]=[CH:9][CH:10]=[CH:11][C:6]=3[NH:5]2)[C:13]#[N:14])[CH:19]=[C:18]([CH3:23])[N:17]=1. (2) Given the reactants [Cl:1][C:2]1[CH:7]=[C:6](I)[CH:5]=[CH:4][C:3]=1[CH2:9][NH:10][C:11]([CH:13]1[CH2:15][CH2:14]1)=[O:12].[CH:16]([O-])=[O:17].[Na+], predict the reaction product. The product is: [Cl:1][C:2]1[CH:7]=[C:6]([CH:16]=[O:17])[CH:5]=[CH:4][C:3]=1[CH2:9][NH:10][C:11]([CH:13]1[CH2:15][CH2:14]1)=[O:12].